This data is from NCI-60 drug combinations with 297,098 pairs across 59 cell lines. The task is: Regression. Given two drug SMILES strings and cell line genomic features, predict the synergy score measuring deviation from expected non-interaction effect. (1) Drug 1: CCC1(CC2CC(C3=C(CCN(C2)C1)C4=CC=CC=C4N3)(C5=C(C=C6C(=C5)C78CCN9C7C(C=CC9)(C(C(C8N6C=O)(C(=O)OC)O)OC(=O)C)CC)OC)C(=O)OC)O.OS(=O)(=O)O. Drug 2: CCN(CC)CCNC(=O)C1=C(NC(=C1C)C=C2C3=C(C=CC(=C3)F)NC2=O)C. Cell line: A549. Synergy scores: CSS=10.2, Synergy_ZIP=-1.32, Synergy_Bliss=3.24, Synergy_Loewe=3.93, Synergy_HSA=3.88. (2) Drug 1: CC12CCC3C(C1CCC2=O)CC(=C)C4=CC(=O)C=CC34C. Drug 2: CN1C(=O)N2C=NC(=C2N=N1)C(=O)N. Cell line: UACC-257. Synergy scores: CSS=35.5, Synergy_ZIP=7.70, Synergy_Bliss=7.61, Synergy_Loewe=3.62, Synergy_HSA=3.76. (3) Drug 1: CCC1(CC2CC(C3=C(CCN(C2)C1)C4=CC=CC=C4N3)(C5=C(C=C6C(=C5)C78CCN9C7C(C=CC9)(C(C(C8N6C)(C(=O)OC)O)OC(=O)C)CC)OC)C(=O)OC)O.OS(=O)(=O)O. Drug 2: CC1C(C(CC(O1)OC2CC(CC3=C2C(=C4C(=C3O)C(=O)C5=C(C4=O)C(=CC=C5)OC)O)(C(=O)CO)O)N)O.Cl. Cell line: LOX IMVI. Synergy scores: CSS=59.5, Synergy_ZIP=-0.162, Synergy_Bliss=2.11, Synergy_Loewe=3.62, Synergy_HSA=5.46. (4) Drug 1: CC(C1=C(C=CC(=C1Cl)F)Cl)OC2=C(N=CC(=C2)C3=CN(N=C3)C4CCNCC4)N. Drug 2: C(CCl)NC(=O)N(CCCl)N=O. Cell line: K-562. Synergy scores: CSS=30.6, Synergy_ZIP=-0.990, Synergy_Bliss=-1.91, Synergy_Loewe=-35.9, Synergy_HSA=-3.04. (5) Drug 1: CNC(=O)C1=CC=CC=C1SC2=CC3=C(C=C2)C(=NN3)C=CC4=CC=CC=N4. Drug 2: C1=C(C(=O)NC(=O)N1)N(CCCl)CCCl. Cell line: CCRF-CEM. Synergy scores: CSS=42.4, Synergy_ZIP=-5.92, Synergy_Bliss=-11.0, Synergy_Loewe=-10.5, Synergy_HSA=-9.45. (6) Drug 1: C1CN1C2=NC(=NC(=N2)N3CC3)N4CC4. Drug 2: C(=O)(N)NO. Cell line: HS 578T. Synergy scores: CSS=4.94, Synergy_ZIP=-2.72, Synergy_Bliss=0.419, Synergy_Loewe=-3.49, Synergy_HSA=-0.486. (7) Drug 1: C1=CC(=C2C(=C1NCCNCCO)C(=O)C3=C(C=CC(=C3C2=O)O)O)NCCNCCO. Drug 2: C1=CN(C=N1)CC(O)(P(=O)(O)O)P(=O)(O)O. Cell line: NCI-H322M. Synergy scores: CSS=17.8, Synergy_ZIP=-2.12, Synergy_Bliss=-2.12, Synergy_Loewe=-1.08, Synergy_HSA=1.17. (8) Drug 1: C1CCC(C(C1)N)N.C(=O)(C(=O)[O-])[O-].[Pt+4]. Drug 2: CC1C(C(CC(O1)OC2CC(CC3=C2C(=C4C(=C3O)C(=O)C5=C(C4=O)C(=CC=C5)OC)O)(C(=O)CO)O)N)O.Cl. Cell line: SNB-19. Synergy scores: CSS=36.1, Synergy_ZIP=-5.45, Synergy_Bliss=-7.83, Synergy_Loewe=-17.3, Synergy_HSA=-4.77.